Dataset: Forward reaction prediction with 1.9M reactions from USPTO patents (1976-2016). Task: Predict the product of the given reaction. Given the reactants [CH3:1][O:2][C:3]1[CH:8]=[CH:7][CH:6]=[C:5]([CH:9]=[CH2:10])[N:4]=1.ClC1C=CC=C(C(OO)=[O:19])C=1, predict the reaction product. The product is: [CH3:1][O:2][C:3]1[CH:8]=[CH:7][CH:6]=[C:5]([CH:9]2[CH2:10][O:19]2)[N:4]=1.